Dataset: Experimentally validated miRNA-target interactions with 360,000+ pairs, plus equal number of negative samples. Task: Binary Classification. Given a miRNA mature sequence and a target amino acid sequence, predict their likelihood of interaction. (1) The miRNA is hsa-miR-575 with sequence GAGCCAGUUGGACAGGAGC. The protein sequence of the target gene is MLPVDGEERKSEGSDTEGDRTSPCAVSSATLKDLEVGGSGRRCSDPAGQPSNLLPQRGLGAPLPAETAHTQPSPNDRSLYLSPKSSSASSSLHARQSPCQEQAAVLNSRSIKISRLNDTIKSLKQQKKQVEHQLEEEKKANNEKQKAERELEGQIQRLNTEKKKLNTDLYHMKHSLRYFEEESKDLAGRLQRSSQRIGELEWSLCAVAATQKKKPDGFSSRSKALLKRQLEQSIREQILLKGHVTQLKESLKEVQLERDQYAEQIKGERAQWQQRMRKMSQEVCTLKEEKKHDTHRVEEL.... Result: 0 (no interaction). (2) The miRNA is mmu-miR-3083-5p with sequence AGGCUGGGAAUAUUUCAGAGAU. The protein sequence of the target gene is MEPPGPSTPTASAAARADHYTPGLRPLPKRRLLYSFALLLAVLQAVFVPVTANPAHNRPAGLQRPEESPSRGPCLAGQYLSEGNCKPCREGIDYTSHSNHSLDSCILCTVCKEDKVVETRCNITTNTVCRCKPGTFEDKDSPEICQSCSNCTDGEEELTSCTPRENRKCVSKTAWASWHKLGLWIGLLVPVVLLIGALLVWKTGAWRQWLLCIKRGCERDPESANSVHSSLLDRQTSSTTNDSNHNTEPGKTQKTGKKLLVPVNGNDSADDLKFIFEYCSDIVPFDSWNRLMRQLGLTDN.... Result: 0 (no interaction). (3) The miRNA is hsa-miR-4745-5p with sequence UGAGUGGGGCUCCCGGGACGGCG. The protein sequence of the target gene is MDRNREAEMELRRGPSPTRAGRGHEVDGDKATCHTCCICGKSFPFQSSLSQHMRKHTGEKPYKCPYCDHRASQKGNLKIHIRSHRTGTLIQGHEPEAGEAPLGEMRASEGLDACASPTKSASACNRLLNGASQADGARVLNGASQADSGRVLLRSSKKGAEGSACAPGEAKAAVQCSFCKSQFERKKDLELHVHQAHKPFKCRLCSYATLREESLLSHIERDHITAQGPGSGEACVENGKPELSPGEFPCEVCGQAFSQTWFLKAHMKKHRGSFDHGCHICGRRFKEPWFLKNHMKAHGP.... Result: 1 (interaction). (4) The miRNA is hsa-miR-6729-3p with sequence UCAUCCCCCUCGCCCUCUCAG. The protein sequence of the target gene is MPPILQRLQQSTKMMSHRKILLLVLGCSTVSLLIHQGSQLSWYPKLFPLSCPPLRESPPRAKHMAVAFLKTHKTAGTTVQNILFRFAERHNLTVALPHPSCEHQFCYPRNFSAHFVHPATRPPHMLASHLRFDRAELERLMPPDTIYVTILREPAAMFESLFSYYNQYCPAFRRVPNASLETFLRAPEAYYRPGEHFAMFAHNTLAYDLGGDNERSPRDDAAYLAGLIRQVEEVFSLVMIAEYFDESLVLLRRLLAWDLDDVLYAKLNARAASSRLATIPEALARAARTWNALDAGLYDH.... Result: 0 (no interaction). (5) The miRNA is hsa-miR-6892-3p with sequence UCCCUCUCCCACCCCUUGCAG. The protein sequence of the target gene is MGSFSITLGFFLVLAFWLPGHIGANPVYSAVSNTDLMDFKNLLDHLEEKMPVEDEVMPPQALSEQTEEAGAALSSLPEVPPWTGEVNPPLRDGSALGRSPWDPSDRSALLKSKLRALLAGPRSLRRSSCFGGRIDRIGAQSGLGCNSFRYRR. Result: 0 (no interaction). (6) The miRNA is hsa-miR-5194 with sequence UGAGGGGUUUGGAAUGGGAUGG. The protein sequence of the target gene is MDPGDAAILESSLRILYRLFESVLPPLPAALQSRMNVIDHVRDMAAAGLHSNVRLLSSLLLTMSNNNPELFSPPQKYQLLVYHADSLFHDKEYRNAVSKYTMALQQKKALSKTSKVRPSTGNSASTPQSQCLPSEIEVKYKMAECYTMLKQDKDAIAILDGIPSRQRTPKINMMLANLYKKAGQERPSVTSYKEVLRQCPLALDAILGLLSLSVKGAEVASMTMNVIQTVPNLDWLSVWIKAYAFVHTGDNSRAISTICSLEKKSLLRDNVDLLGSLADLYFRAGDNKNSVLKFEQAQML.... Result: 0 (no interaction). (7) The miRNA is gga-miR-1764-3p with sequence AGCUGCUUGUUGGCUGGGGAG. The protein sequence of the target gene is MKPPAACAGDVVDAASPASTVNHLRWDLSAQQIRALTTQLIEQTKCVYDRVGAQNFEDVSYESTLKALADVEVTYTVQRNILDFPQHVSPCKDIRAASTEADKKLSEFDVEMSMRQDVYQRVVWLQEKTPKNSLKPEAARYLERLIKLGRRNGLHLPQDTQEKIKNIKKRLSLLCIDFNKNLNEDTTFLPFTREELGGLPEDFLSSLEKAEDGKLKVTLKYPHYFPLLKKCHVPETRRLLEEAFNCRCKEENCAILKELVSLRAQKSSLLGFHTHADYVLEMNMAKTSQTVATFLDELAQ.... Result: 0 (no interaction). (8) The miRNA is hsa-miR-6762-5p with sequence CGGGGCCAUGGAGCAGCCUGUGU. The protein sequence of the target gene is MDSDASLVSSRPSSPEPDDLFLPARSKGSSGSAFTGGTVSSSTPSDCPPELSAELRGAMGSAGAHPGDKLGGSGFKSSSSSTSSSTSSAAASSTKKDKKQMTEPELQQLRLKINSRERKRMHDLNIAMDGLREVMPYAHGPSVRKLSKIATLLLARNYILMLTNSLEEMKRLVSEIYGGHHAGFHPSACGGLAHSAPLPAATAHPAAAAHAAHHPAVHHPILPPAAAAAAAAAAAAAVSSASLPGSGLPSVGSIRPPHGLLKSPSAAAAAPLGGGGGGSGASGGFQHWGGMPCPCSMCQV.... Result: 0 (no interaction).